From a dataset of Full USPTO retrosynthesis dataset with 1.9M reactions from patents (1976-2016). Predict the reactants needed to synthesize the given product. Given the product [CH2:17]([C:2]1[CH:3]=[C:4]2[C:9](=[CH:10][CH:11]=1)[CH:8]=[C:7]([C:12]([O:14][CH3:15])=[O:13])[CH:6]=[CH:5]2)[CH2:18][CH2:19][CH2:20][CH2:21][CH2:22][CH2:23][CH2:24][CH2:25][CH3:26], predict the reactants needed to synthesize it. The reactants are: Br[C:2]1[CH:3]=[C:4]2[C:9](=[CH:10][CH:11]=1)[CH:8]=[C:7]([C:12]([O:14][CH3:15])=[O:13])[CH:6]=[CH:5]2.B(O)(O)[CH2:17][CH2:18][CH2:19][CH2:20][CH2:21][CH2:22][CH2:23][CH2:24][CH2:25][CH3:26].C(=O)([O-])[O-].[K+].[K+].C1(P(C2CCCCC2)C2C=CC=CC=2C2C(C(C)C)=CC(C(C)C)=CC=2C(C)C)CCCCC1.